This data is from Catalyst prediction with 721,799 reactions and 888 catalyst types from USPTO. The task is: Predict which catalyst facilitates the given reaction. (1) Reactant: [NH2:1][C:2](=[N:42][OH:43])[C:3]([CH3:41])([CH3:40])[CH2:4][NH:5][C:6]([C:8]1[S:9][C:10]([C:22]2[CH:27]=[CH:26][C:25]([C:28]([OH:37])([C:33]([F:36])([F:35])[F:34])[C:29]([F:32])([F:31])[F:30])=[C:24]([Cl:38])[C:23]=2[Cl:39])=[C:11]([C:13]([N:15]2[CH2:20][CH2:19][CH2:18][CH2:17][C@@H:16]2[CH3:21])=[O:14])[N:12]=1)=[O:7].C[CH2:45][O-:46].[Na+].C1N=CN(C(N2C=NC=C2)=O)C=1.O. Product: [Cl:39][C:23]1[C:24]([Cl:38])=[C:25]([C:28]([OH:37])([C:29]([F:32])([F:30])[F:31])[C:33]([F:34])([F:35])[F:36])[CH:26]=[CH:27][C:22]=1[C:10]1[S:9][C:8]([C:6]([NH:5][CH2:4][C:3]([CH3:40])([C:2]2[NH:1][C:45](=[O:46])[O:43][N:42]=2)[CH3:41])=[O:7])=[N:12][C:11]=1[C:13]([N:15]1[CH2:20][CH2:19][CH2:18][CH2:17][C@@H:16]1[CH3:21])=[O:14]. The catalyst class is: 14. (2) Reactant: [H-].[Al+3].[Li+].[H-].[H-].[H-].[CH2:7]([N:14]([CH2:22][CH2:23][CH:24]([C:36]1[CH:41]=[CH:40][C:39]([NH:42][C:43](OC)=O)=[CH:38][CH:37]=1)[C:25]1[CH:30]=[CH:29][C:28]([NH:31][C:32](OC)=O)=[CH:27][CH:26]=1)[CH2:15][C:16]1[CH:21]=[CH:20][CH:19]=[CH:18][CH:17]=1)[C:8]1[CH:13]=[CH:12][CH:11]=[CH:10][CH:9]=1.O.[OH-].[Na+]. Product: [CH2:7]([N:14]([CH2:22][CH2:23][CH:24]([C:25]1[CH:26]=[CH:27][C:28]([NH:31][CH3:32])=[CH:29][CH:30]=1)[C:36]1[CH:37]=[CH:38][C:39]([NH:42][CH3:43])=[CH:40][CH:41]=1)[CH2:15][C:16]1[CH:21]=[CH:20][CH:19]=[CH:18][CH:17]=1)[C:8]1[CH:9]=[CH:10][CH:11]=[CH:12][CH:13]=1. The catalyst class is: 7. (3) Reactant: [CH2:1]([O:3][C:4](=[O:18])[C:5]1[CH:10]=[C:9]([CH3:11])[C:8]([N+:12]([O-:14])=[O:13])=[CH:7][C:6]=1[N+:15]([O-:17])=[O:16])[CH3:2].CO[CH:21]([N:24]([CH3:26])[CH3:25])OC. Product: [CH2:1]([O:3][C:4](=[O:18])[C:5]1[CH:10]=[C:9]([CH:11]=[CH:21][N:24]([CH3:26])[CH3:25])[C:8]([N+:12]([O-:14])=[O:13])=[CH:7][C:6]=1[N+:15]([O-:17])=[O:16])[CH3:2]. The catalyst class is: 3. (4) Reactant: [F:1][C:2]1[CH:3]=[C:4]([C:11]([N:13]2[CH2:18][CH2:17][O:16][C:15]3[CH:19]=[CH:20][N:21]=[CH:22][C:14]2=3)=[O:12])[CH:5]=[C:6]([F:10])[C:7]=1[O:8]C.[Br-].[Li+].N1CCNCC1.Cl. Product: [F:1][C:2]1[CH:3]=[C:4]([C:11]([N:13]2[CH2:18][CH2:17][O:16][C:15]3[CH:19]=[CH:20][N:21]=[CH:22][C:14]2=3)=[O:12])[CH:5]=[C:6]([F:10])[C:7]=1[OH:8].[O:16]1[CH2:17][CH2:18][N:13]([CH:11]=[O:12])[C:14]2[CH:22]=[N:21][CH:20]=[CH:19][C:15]1=2. The catalyst class is: 145. (5) Reactant: [CH3:1][C:2]1[CH:10]=[C:9]([N+:11]([O-:13])=[O:12])[CH:8]=[CH:7][C:3]=1[C:4]([OH:6])=[O:5].[CH3:14]O. Product: [CH3:14][O:5][C:4](=[O:6])[C:3]1[CH:7]=[CH:8][C:9]([N+:11]([O-:13])=[O:12])=[CH:10][C:2]=1[CH3:1]. The catalyst class is: 65.